Dataset: Full USPTO retrosynthesis dataset with 1.9M reactions from patents (1976-2016). Task: Predict the reactants needed to synthesize the given product. Given the product [CH:6]([C:5]1[CH:8]=[CH:9][C:2]([O:1][C:19]2[CH:26]=[CH:25][C:22]([C:23]#[N:24])=[CH:21][CH:20]=2)=[C:3]([O:10][CH3:11])[CH:4]=1)=[O:7], predict the reactants needed to synthesize it. The reactants are: [OH:1][C:2]1[CH:9]=[CH:8][C:5]([CH:6]=[O:7])=[CH:4][C:3]=1[O:10][CH3:11].C(=O)([O-])[O-].[Li+].[Li+].F[C:19]1[CH:26]=[CH:25][C:22]([C:23]#[N:24])=[CH:21][CH:20]=1.O.